Dataset: Retrosynthesis with 50K atom-mapped reactions and 10 reaction types from USPTO. Task: Predict the reactants needed to synthesize the given product. (1) Given the product O=C(c1c(Br)c(Br)c(Br)c(Br)c1Br)N1C(=O)c2c(Br)c(Br)c(Br)c(Br)c2C1=O, predict the reactants needed to synthesize it. The reactants are: O=C(Cl)c1c(Br)c(Br)c(Br)c(Br)c1Br.O=C1NC(=O)c2c(Br)c(Br)c(Br)c(Br)c21. (2) The reactants are: C#Cc1ccc(CO)c(C)c1.CCOC(=O)c1ccc(I)cc1. Given the product CCOC(=O)c1ccc(C#Cc2ccc(CO)c(C)c2)cc1, predict the reactants needed to synthesize it. (3) Given the product CC(C)(C)OC(=O)N(CC(=O)O)c1ccccc1C(F)(F)F, predict the reactants needed to synthesize it. The reactants are: CC(C)(C)OC(=O)OC(=O)OC(C)(C)C.O=C(O)CNc1ccccc1C(F)(F)F. (4) Given the product FC(F)(F)c1ccc(Oc2ccc(N3CCN(Cc4ccccc4)CC3)cc2)cc1, predict the reactants needed to synthesize it. The reactants are: FC(F)(F)c1ccc(I)cc1.Oc1ccc(N2CCN(Cc3ccccc3)CC2)cc1.